From a dataset of Forward reaction prediction with 1.9M reactions from USPTO patents (1976-2016). Predict the product of the given reaction. (1) The product is: [OH:52][C:51]([CH:14]1[S:13]/[C:12](=[N:17]\[C:18]([NH:20][CH2:21][CH2:22][C:23]2[CH:24]=[CH:25][C:26]([C:29]3[N:33]=[CH:32][N:31]([C:34]4[CH:35]=[CH:36][C:37]([O:40][C:41]([F:44])([F:43])[F:42])=[CH:38][CH:39]=4)[N:30]=3)=[CH:27][CH:28]=2)=[O:19])/[N:11]([C:5]2[CH:6]=[C:7]([CH3:10])[CH:8]=[CH:9][C:4]=2[CH:1]([CH3:3])[CH3:2])[C:15]1=[O:16])([CH3:53])[CH3:50]. Given the reactants [CH:1]([C:4]1[CH:9]=[CH:8][C:7]([CH3:10])=[CH:6][C:5]=1[N:11]1[C:15](=[O:16])[CH2:14][S:13]/[C:12]/1=[N:17]\[C:18]([NH:20][CH2:21][CH2:22][C:23]1[CH:28]=[CH:27][C:26]([C:29]2[N:33]=[CH:32][N:31]([C:34]3[CH:39]=[CH:38][C:37]([O:40][C:41]([F:44])([F:43])[F:42])=[CH:36][CH:35]=3)[N:30]=2)=[CH:25][CH:24]=1)=[O:19])([CH3:3])[CH3:2].C(=O)(O)[O-].[Na+].[CH3:50][C:51]([CH3:53])=[O:52], predict the reaction product. (2) Given the reactants [CH2:1]([C:5]1[CH:6]=[C:7]2[C:12](=[C:13]([O:15][CH:16]3[CH2:21][CH2:20][N:19]([CH2:22][CH2:23][CH2:24][CH2:25][NH2:26])[CH2:18][CH2:17]3)[CH:14]=1)[N:11]=[CH:10][CH:9]=[CH:8]2)[CH2:2][CH2:3][CH3:4].C(N(CC)CC)C.[C:34]([Cl:38])(=[O:37])[CH2:35][CH3:36].CO, predict the reaction product. The product is: [ClH:38].[ClH:38].[CH2:1]([C:5]1[CH:6]=[C:7]2[C:12](=[C:13]([O:15][CH:16]3[CH2:21][CH2:20][N:19]([CH2:22][CH2:23][CH2:24][CH2:25][NH:26][C:34](=[O:37])[CH2:35][CH3:36])[CH2:18][CH2:17]3)[CH:14]=1)[N:11]=[CH:10][CH:9]=[CH:8]2)[CH2:2][CH2:3][CH3:4]. (3) Given the reactants [F:1][C:2]1[CH:7]=[CH:6][C:5]([CH:8]2[CH2:13][CH2:12][N:11](C(OCC[Si](C)(C)C)=O)[CH2:10][CH:9]2[O:23][CH2:24][C:25]2[CH:34]=[C:33]([O:35][CH2:36][C:37]3[CH:42]=[CH:41][CH:40]=[CH:39][C:38]=3[O:43][CH2:44][O:45][CH2:46][CH2:47][Si:48]([CH3:51])([CH3:50])[CH3:49])[C:32]3[C:27](=[CH:28][CH:29]=[CH:30][CH:31]=3)[CH:26]=2)=[CH:4][CH:3]=1.C(=O)(OCC[Si](C)(C)C)N.[F-].C([N+](CCCC)(CCCC)CCCC)CCC, predict the reaction product. The product is: [F:1][C:2]1[CH:7]=[CH:6][C:5]([CH:8]2[CH2:13][CH2:12][NH:11][CH2:10][CH:9]2[O:23][CH2:24][C:25]2[CH:34]=[C:33]([O:35][CH2:36][C:37]3[CH:42]=[CH:41][CH:40]=[CH:39][C:38]=3[O:43][CH2:44][O:45][CH2:46][CH2:47][Si:48]([CH3:51])([CH3:50])[CH3:49])[C:32]3[C:27](=[CH:28][CH:29]=[CH:30][CH:31]=3)[CH:26]=2)=[CH:4][CH:3]=1. (4) Given the reactants Cl.[Cl:2][C:3]1[CH:8]=[C:7]([Cl:9])[CH:6]=[CH:5][C:4]=1[C:10]1[NH:15][C:14](=[O:16])[N:13]2[N:17]=[C:18]([CH:20]3[CH2:25][CH2:24][NH:23][CH2:22][CH2:21]3)[N:19]=[C:12]2[CH:11]=1.C(O)(=O)C.C(O[C:33]1(O[Si](C)(C)C)[CH2:35][CH2:34]1)C.[Na], predict the reaction product. The product is: [CH:33]1([N:23]2[CH2:24][CH2:25][CH:20]([C:18]3[N:19]=[C:12]4[N:13]([C:14](=[O:16])[NH:15][C:10]([C:4]5[CH:5]=[CH:6][C:7]([Cl:9])=[CH:8][C:3]=5[Cl:2])=[CH:11]4)[N:17]=3)[CH2:21][CH2:22]2)[CH2:35][CH2:34]1. (5) Given the reactants [C:1]([Si:4]([CH3:7])([CH3:6])[CH3:5])(=O)[CH3:2].[C:8](#[N:12])[CH2:9][C:10]#[N:11].C([O-])(=O)C.[NH4+].C(O)(=O)C, predict the reaction product. The product is: [CH3:5][Si:4]([CH3:7])([CH3:6])[C:1](=[C:9]([C:8]#[N:12])[C:10]#[N:11])[CH3:2]. (6) Given the reactants [C:1]([O:5][C:6]([NH:8][C@H:9]1[CH2:14][CH2:13][C@H:12]([C:15]([OH:17])=O)[CH2:11][CH2:10]1)=[O:7])([CH3:4])([CH3:3])[CH3:2].[C:18]([C:20]1[CH:21]=[C:22]([CH:42]=[CH:43][CH:44]=1)[CH2:23][O:24][C:25]1[CH:26]=[C:27]([NH2:41])[CH:28]=[C:29]([O:31][CH2:32][C:33]2[CH:38]=[CH:37][CH:36]=[C:35]([C:39]#[N:40])[CH:34]=2)[CH:30]=1)#[N:19], predict the reaction product. The product is: [C:1]([O:5][C:6](=[O:7])[NH:8][CH:9]1[CH2:10][CH2:11][CH:12]([C:15](=[O:17])[NH:41][C:27]2[CH:28]=[C:29]([O:31][CH2:32][C:33]3[CH:38]=[CH:37][CH:36]=[C:35]([C:39]#[N:40])[CH:34]=3)[CH:30]=[C:25]([O:24][CH2:23][C:22]3[CH:42]=[CH:43][CH:44]=[C:20]([C:18]#[N:19])[CH:21]=3)[CH:26]=2)[CH2:13][CH2:14]1)([CH3:2])([CH3:3])[CH3:4].